This data is from CYP3A4 inhibition data for predicting drug metabolism from PubChem BioAssay. The task is: Regression/Classification. Given a drug SMILES string, predict its absorption, distribution, metabolism, or excretion properties. Task type varies by dataset: regression for continuous measurements (e.g., permeability, clearance, half-life) or binary classification for categorical outcomes (e.g., BBB penetration, CYP inhibition). Dataset: cyp3a4_veith. (1) The compound is CCn1c(C)nc2cc(S(=O)(=O)C(F)F)ccc21. The result is 0 (non-inhibitor). (2) The drug is Cc1ccc(/C=N/NC(=O)CSc2nc3ccccc3n2C)s1. The result is 0 (non-inhibitor). (3) The result is 1 (inhibitor). The drug is NNC(=O)c1ccc(OCc2nc3ccccc3[nH]2)cc1. (4) The drug is C/C(CCN1CCCc2nc(C)c(C)cc21)=N\O[C@@H](C)CN1CCCCc2nc(C)c(C)cc21. The result is 1 (inhibitor).